This data is from Experimentally validated miRNA-target interactions with 360,000+ pairs, plus equal number of negative samples. The task is: Binary Classification. Given a miRNA mature sequence and a target amino acid sequence, predict their likelihood of interaction. The miRNA is cel-miR-124-3p with sequence UAAGGCACGCGGUGAAUGCCA. The protein sequence of the target gene is MEATGTDEVDKLKTKFISAWNNMKYSWVLKTKTYFSRNSPVLLLGKCYHFKYEDEDKTLPAESGCTIEDHVIAGNVEEFRKDFISRIWLTYREEFPQIEGSALTTDCGWGCTLRTGQMLLAQGLILHFLGRAWTWPDALNIENSDSESWTSHTVKKFTASFEASLSGEREFKTPTISLKETIGKYSDDHEMRNEVYHRKIISWFGDSPLALFGLHQLIEYGKKSGKKAGDWYGPAVVAHILRKAVEEARHPDLQGITIYVAQDCTVYNSDVIDKQSASMTSDNADDKAVIILVPVRLGGE.... Result: 0 (no interaction).